From a dataset of Drug-target binding data from BindingDB using IC50 measurements. Regression. Given a target protein amino acid sequence and a drug SMILES string, predict the binding affinity score between them. We predict pIC50 (pIC50 = -log10(IC50 in M); higher means more potent). Dataset: bindingdb_ic50. (1) The small molecule is Cc1ccc(-n2ncc3c(SCc4cccnc4)ncnc32)c(C)c1. The target protein sequence is AAPYLKTKFICVTPTTCSNTIDLPMSPRTLDSLMQFGNGEGAEPSAGGQF. The pIC50 is 5.2. (2) The drug is CN1C[C@H](O)[C@@H](O)[C@H](O)[C@H]1CO. The target protein (P28300) has sequence MRFAWTVLLLGPLQLCALVHCAPPAAGQQQPPREPPAAPGAWRQQIQWENNGQVFSLLSLGSQYQPQRRRDPGAAVPGAANASAQQPRTPILLIRDNRTAAARTRTAGSSGVTAGRPRPTARHWFQAGYSTSRAREAGASRAENQTAPGEVPALSNLRPPSRVDGMVGDDPYNPYKYSDDNPYYNYYDTYERPRPGGRYRPGYGTGYFQYGLPDLVADPYYIQASTYVQKMSMYNLRCAAEENCLASTAYRADVRDYDHRVLLRFPQRVKNQGTSDFLPSRPRYSWEWHSCHQHYHSMDEFSHYDLLDANTQRRVAEGHKASFCLEDTSCDYGYHRRFACTAHTQGLSPGCYDTYGADIDCQWIDITDVKPGNYILKVSVNPSYLVPESDYTNNVVRCDIRYTGHHAYASGCTISPY. The pIC50 is 6.0. (3) The small molecule is S=C(Nc1ccc(Cl)cc1)Nc1cccc2cnccc12. The target protein (Q9GZR1) has sequence MAAGKSGGSAGEITFLEALARSESKRDGGFKNNWSFDHEEESEGDTDKDGTNLLSVDEDEDSETSKGKKLNRRSEIVANSSGEFILKTYVRRNKSESFKTLKGNPIGLNMLSNNKKLSENTQNTSLCSGTVVHGRRFHHAHAQIPVVKTAAQSSLDRKERKEYPPHVQKVEINPVRLSRLQGVERIMKKTEESESQVEPEIKRKVQQKRHCSTYQPTPPLSPASKKCLTHLEDLQRNCRQAITLNESTGPLLRTSIHQNSGGQKSQNTGLTTKKFYGNNVEKVPIDIIVNCDDSKHTYLQTNGKVILPGAKIPKITNLKERKTSLSDLNDPIILSSDDDDDNDRTNRRESISPQPADSACSSPAPSTGKVEAALNENTCRAERELRSIPEDSELNTVTLPRKARMKDQFGNSIINTPLKRRKVFSQEPPDALALSCQSSFDSVILNCRSIRVGTLFRLLIEPVIFCLDFIKIQLDEPDHDPVEIILNTSDLTKCEWCNVR.... The pIC50 is 5.5. (4) The drug is Cc1cc(O)c2c(c1)C(=O)c1cc(O)cc(O)c1C2=O. The target protein sequence is MSQFNQNNKQIDVMGIRKILPHRYPFALLDKIVDWSVEDRTIVAQKNVTINEDFFNGHFPDFPVMPGVLIVEAMAQATAILGELMAETLFAHVVEKAGGGRRTFMLAGIDKVRVKRPVVPGDVLVIESRMVKQKNIICTAESVAKVDGQIVCSAELMAAYKDY. The pIC50 is 4.4.